From a dataset of Reaction yield outcomes from USPTO patents with 853,638 reactions. Predict the reaction yield, written as a fraction of the theoretical maximum amount of product (1.0 means a 100% yield; for example, 0.34 means a 34% yield). (1) The reactants are C[O:2][C:3]1[CH2:12][C:11]2[C:10]([N:13]3[CH2:18][CH2:17][N:16]([CH2:19][CH2:20][CH2:21][CH2:22][O:23][C:24]4[N:33]=[C:32]5[C:27]([CH2:28][CH2:29][C:30](=[O:34])[NH:31]5)=[CH:26][CH:25]=4)[CH2:15][CH2:14]3)=[CH:9][CH:8]=[CH:7][C:6]=2[CH2:5][CH:4]=1. The catalyst is C(O)C.Cl. The product is [O:2]=[C:3]1[CH2:12][C:11]2[C:10]([N:13]3[CH2:14][CH2:15][N:16]([CH2:19][CH2:20][CH2:21][CH2:22][O:23][C:24]4[N:33]=[C:32]5[C:27]([CH2:28][CH2:29][C:30](=[O:34])[NH:31]5)=[CH:26][CH:25]=4)[CH2:17][CH2:18]3)=[CH:9][CH:8]=[CH:7][C:6]=2[CH2:5][CH2:4]1. The yield is 0.570. (2) The reactants are [F:1][C:2]1[CH:10]=[C:9]2[C:5]([C:6]([C:11]3[CH:12]=[CH:13][C:14]([N:17]4[CH2:22][CH2:21][CH:20]([NH:23][S:24]([CH:27]=[CH2:28])(=[O:26])=[O:25])[CH2:19][CH2:18]4)=[N:15][CH:16]=3)=[CH:7][NH:8]2)=[CH:4][CH:3]=1.[CH3:29][NH:30][CH3:31]. The catalyst is C1COCC1. The product is [CH3:29][N:30]([CH3:31])[CH2:28][CH2:27][S:24]([NH:23][CH:20]1[CH2:21][CH2:22][N:17]([C:14]2[CH:13]=[CH:12][C:11]([C:6]3[C:5]4[C:9](=[CH:10][C:2]([F:1])=[CH:3][CH:4]=4)[NH:8][CH:7]=3)=[CH:16][N:15]=2)[CH2:18][CH2:19]1)(=[O:26])=[O:25]. The yield is 0.180. (3) The reactants are Cl[C:2]1[N:7]=[C:6]([O:8][CH3:9])[N:5]=[C:4]([NH:10][CH2:11][CH2:12][C:13]2[CH:18]=[CH:17][C:16]([O:19][CH3:20])=[CH:15][CH:14]=2)[CH:3]=1.[S:21]1[C:25](B(O)O)=[CH:24][C:23]2[CH:29]=[CH:30][CH:31]=[CH:32][C:22]1=2.C([O-])([O-])=O.[Cs+].[Cs+].CCOC(C)=O. The catalyst is C1C=CC([P]([Pd]([P](C2C=CC=CC=2)(C2C=CC=CC=2)C2C=CC=CC=2)([P](C2C=CC=CC=2)(C2C=CC=CC=2)C2C=CC=CC=2)[P](C2C=CC=CC=2)(C2C=CC=CC=2)C2C=CC=CC=2)(C2C=CC=CC=2)C2C=CC=CC=2)=CC=1.C1CCCCC1. The product is [S:21]1[C:25]([C:2]2[N:7]=[C:6]([O:8][CH3:9])[N:5]=[C:4]([NH:10][CH2:11][CH2:12][C:13]3[CH:18]=[CH:17][C:16]([O:19][CH3:20])=[CH:15][CH:14]=3)[CH:3]=2)=[CH:24][C:23]2[CH:29]=[CH:30][CH:31]=[CH:32][C:22]1=2. The yield is 0.420. (4) The reactants are [F:1][C:2]1[C:10]([F:11])=[CH:9][C:8]([I:12])=[CH:7][C:3]=1[C:4](O)=[O:5].[CH:13]([N:16](C(C)C)[CH2:17]C)(C)C.C(Cl)(=O)C(C)(C)C.CNC. The catalyst is ClCCl.O. The product is [F:1][C:2]1[C:10]([F:11])=[CH:9][C:8]([I:12])=[CH:7][C:3]=1[C:4]([N:16]([CH3:17])[CH3:13])=[O:5]. The yield is 0.870. (5) The reactants are C(O[C:5](=[O:30])[C:6]1[CH:11]=[C:10]([F:12])[C:9]([N:13]2[CH2:17][C@H:16]([CH2:18][F:19])[C@H:15]([NH:20][C:21]([O:23][C:24]([CH3:27])([CH3:26])[CH3:25])=[O:22])[CH2:14]2)=[C:8]([CH3:28])[C:7]=1F)(=O)C.COC(OC)N(C)C.[F:39][C@H:40]1[CH2:42][C@H:41]1[NH2:43].C(N([CH2:49][CH3:50])CC)C.C(=O)([O-])[O-].[K+].[K+].C(O)(=O)[CH2:58][C:59](CC(O)=O)([C:61]([OH:63])=[O:62])O. The product is [C:24]([O:23][C:21]([NH:20][C@H:15]1[C@@H:16]([CH2:18][F:19])[CH2:17][N:13]([C:9]2[C:8]([CH3:28])=[C:7]3[C:6]([C:5](=[O:30])[C:59]([C:61]([O:63][CH2:49][CH3:50])=[O:62])=[CH:58][N:43]3[C@@H:41]3[CH2:42][C@@H:40]3[F:39])=[CH:11][C:10]=2[F:12])[CH2:14]1)=[O:22])([CH3:26])([CH3:25])[CH3:27]. The catalyst is C1C=CC=CC=1.C(OCC)(=O)C.O. The yield is 0.730. (6) The reactants are [BH4-].[Li+].[CH2:3]([O:10][C:11]1[C:16]([CH2:17][N:18]2[CH2:27][CH2:26][C:25]3[C:20](=[C:21]([Cl:39])[C:22]([CH:29]([CH:34]4[CH2:38][CH2:37][O:36][CH2:35]4)[C:30](OC)=[O:31])=[CH:23][C:24]=3[Cl:28])[C:19]2=[O:40])=[C:15]([CH3:41])[CH:14]=[C:13]([CH3:42])[N:12]=1)[C:4]1[CH:9]=[CH:8][CH:7]=[CH:6][CH:5]=1. The catalyst is O1CCCC1. The product is [CH2:3]([O:10][C:11]1[C:16]([CH2:17][N:18]2[CH2:27][CH2:26][C:25]3[C:20](=[C:21]([Cl:39])[C:22]([CH:29]([CH:34]4[CH2:38][CH2:37][O:36][CH2:35]4)[CH2:30][OH:31])=[CH:23][C:24]=3[Cl:28])[C:19]2=[O:40])=[C:15]([CH3:41])[CH:14]=[C:13]([CH3:42])[N:12]=1)[C:4]1[CH:5]=[CH:6][CH:7]=[CH:8][CH:9]=1. The yield is 0.672. (7) The reactants are [C:1]([C:4]1[C:8]([CH3:9])=[C:7](Br)[N:6]([CH2:11][O:12][CH2:13][CH2:14][Si:15]([CH3:18])([CH3:17])[CH3:16])[C:5]=1[CH3:19])(=[O:3])[CH3:2].C(B(CC)[C:23]1[CH:28]=[CH:27][N:26]=[CH:25][CH:24]=1)C.[OH-].[K+]. The catalyst is C1(C)C=CC=CC=1.C1C=CC([P]([Pd]([P](C2C=CC=CC=2)(C2C=CC=CC=2)C2C=CC=CC=2)([P](C2C=CC=CC=2)(C2C=CC=CC=2)C2C=CC=CC=2)[P](C2C=CC=CC=2)(C2C=CC=CC=2)C2C=CC=CC=2)(C2C=CC=CC=2)C2C=CC=CC=2)=CC=1. The product is [C:1]([C:4]1[C:8]([CH3:9])=[C:7]([C:23]2[CH:28]=[CH:27][N:26]=[CH:25][CH:24]=2)[N:6]([CH2:11][O:12][CH2:13][CH2:14][Si:15]([CH3:18])([CH3:17])[CH3:16])[C:5]=1[CH3:19])(=[O:3])[CH3:2]. The yield is 0.360. (8) The reactants are CI.[O:3]=[C:4]([N:22]1[CH2:27][CH2:26][N:25]([C:28](=[O:39])[C:29]2[CH:34]=[CH:33][CH:32]=[CH:31][C:30]=2[C:35]([F:38])([F:37])[F:36])[CH2:24][CH2:23]1)[CH2:5][NH:6][C:7]([C:9]1[CH:14]=[CH:13][C:12]([C:15]2[CH:20]=[CH:19][CH:18]=[CH:17][CH:16]=2)=[CH:11][C:10]=1[OH:21])=[O:8].[C:40]([O-])([O-])=O.[K+].[K+]. The catalyst is CN(C=O)C. The product is [O:3]=[C:4]([N:22]1[CH2:27][CH2:26][N:25]([C:28](=[O:39])[C:29]2[CH:34]=[CH:33][CH:32]=[CH:31][C:30]=2[C:35]([F:37])([F:38])[F:36])[CH2:24][CH2:23]1)[CH2:5][NH:6][C:7]([C:9]1[CH:14]=[CH:13][C:12]([C:15]2[CH:16]=[CH:17][CH:18]=[CH:19][CH:20]=2)=[CH:11][C:10]=1[O:21][CH3:40])=[O:8]. The yield is 0.788. (9) The reactants are [C:1]([O:5][C:6](=[O:27])[C:7]1[CH:12]=[CH:11][C:10]([N:13]2[CH2:18][CH2:17][N:16]([CH3:19])[CH2:15][CH2:14]2)=[CH:9][C:8]=1[NH:20][CH:21]1[CH2:26][CH2:25][O:24][CH2:23][CH2:22]1)([CH3:4])([CH3:3])[CH3:2].C(N(CC)CC)C.[F:35][C:36]([F:47])([F:46])[C:37](O[C:37](=[O:38])[C:36]([F:47])([F:46])[F:35])=[O:38].O. The catalyst is ClCCl. The product is [C:1]([O:5][C:6](=[O:27])[C:7]1[CH:12]=[CH:11][C:10]([N:13]2[CH2:14][CH2:15][N:16]([CH3:19])[CH2:17][CH2:18]2)=[CH:9][C:8]=1[N:20]([CH:21]1[CH2:22][CH2:23][O:24][CH2:25][CH2:26]1)[C:37](=[O:38])[C:36]([F:47])([F:46])[F:35])([CH3:4])([CH3:2])[CH3:3]. The yield is 0.730. (10) The reactants are Cl.[Cl:2][C:3]1[CH:4]=[C:5]([NH:10][C:11]([N:13]2[CH2:18][CH2:17][N:16]([C:19]([CH:21]3[CH2:26][CH2:25][CH2:24][NH:23][CH2:22]3)=[O:20])[CH2:15][CH2:14]2)=[O:12])[CH:6]=[CH:7][C:8]=1[Cl:9].C(=O)([O-])[O-].[K+].[K+].[CH2:33](Br)[CH3:34]. The catalyst is CN(C)C=O. The product is [Cl:2][C:3]1[CH:4]=[C:5]([NH:10][C:11]([N:13]2[CH2:14][CH2:15][N:16]([C:19]([CH:21]3[CH2:26][CH2:25][CH2:24][N:23]([CH2:33][CH3:34])[CH2:22]3)=[O:20])[CH2:17][CH2:18]2)=[O:12])[CH:6]=[CH:7][C:8]=1[Cl:9]. The yield is 0.480.